From a dataset of Full USPTO retrosynthesis dataset with 1.9M reactions from patents (1976-2016). Predict the reactants needed to synthesize the given product. Given the product [F:23][C:20]1[CH:21]=[CH:22][C:17]([CH2:16][N:1]2[C:9]3[C:4](=[CH:5][CH:6]=[CH:7][CH:8]=3)[CH:3]=[C:2]2[C:10]([O:12][CH2:13][CH3:14])=[O:11])=[CH:18][CH:19]=1, predict the reactants needed to synthesize it. The reactants are: [NH:1]1[C:9]2[C:4](=[CH:5][CH:6]=[CH:7][CH:8]=2)[CH:3]=[C:2]1[C:10]([O:12][CH2:13][CH3:14])=[O:11].Cl[CH2:16][C:17]1[CH:22]=[CH:21][C:20]([F:23])=[CH:19][CH:18]=1.C(=O)([O-])[O-].[K+].[K+].O.